Dataset: Catalyst prediction with 721,799 reactions and 888 catalyst types from USPTO. Task: Predict which catalyst facilitates the given reaction. (1) Reactant: [CH2:1]1[C:4]2([CH2:13][CH2:12][C:7]3(OCC[O:8]3)[CH2:6][CH2:5]2)[CH2:3][O:2]1. Product: [CH2:1]1[C:4]2([CH2:13][CH2:12][C:7](=[O:8])[CH2:6][CH2:5]2)[CH2:3][O:2]1. The catalyst class is: 15. (2) Reactant: [CH2:1]([O:3][C:4]([CH:6]1[CH2:11][CH2:10][NH:9][C:8](=[O:12])[CH2:7]1)=[O:5])[CH3:2].F[B-](F)(F)F.[CH3:18][O+](C)C.C(=O)(O)[O-].[Na+]. Product: [CH2:1]([O:3][C:4]([CH:6]1[CH2:11][CH2:10][N:9]=[C:8]([O:12][CH3:18])[CH2:7]1)=[O:5])[CH3:2]. The catalyst class is: 4.